Predict the product of the given reaction. From a dataset of Forward reaction prediction with 1.9M reactions from USPTO patents (1976-2016). (1) The product is: [CH2:5]=[CH:6][C:7]1[CH:12]=[CH:11][CH:10]=[CH:9][CH:8]=1.[CH:13]([S:21]([O-:24])(=[O:22])=[O:23])=[CH:14][C:15]1[CH:20]=[CH:19][CH:18]=[CH:17][CH:16]=1.[Na+:25]. Given the reactants C(O)(C)C.[CH2:5]=[CH:6][C:7]1[CH:12]=[CH:11][CH:10]=[CH:9][CH:8]=1.[CH:13]([S:21]([O-:24])(=[O:23])=[O:22])=[CH:14][C:15]1[CH:20]=[CH:19][CH:18]=[CH:17][CH:16]=1.[Na+:25].S(OOS([O-])(=O)=O)([O-])(=O)=O.[NH4+].[NH4+], predict the reaction product. (2) Given the reactants [CH3:1][N:2]1[C:10]2[C:5](=[CH:6][C:7]([C:11]3[CH:12]=[C:13]([CH:16]=[CH:17][C:18]=3[O:19][CH3:20])[CH:14]=O)=[CH:8][CH:9]=2)[CH:4]=[CH:3]1.[CH3:21][O:22][C:23]1[CH:24]=[C:25]([CH:29]=[CH:30][CH:31]=1)[C@H:26]([NH2:28])[CH3:27], predict the reaction product. The product is: [CH3:21][O:22][C:23]1[CH:24]=[C:25]([C@H:26]([NH:28][CH2:14][C:13]2[CH:16]=[CH:17][C:18]([O:19][CH3:20])=[C:11]([C:7]3[CH:6]=[C:5]4[C:10](=[CH:9][CH:8]=3)[N:2]([CH3:1])[CH:3]=[CH:4]4)[CH:12]=2)[CH3:27])[CH:29]=[CH:30][CH:31]=1. (3) Given the reactants [C:1]([O:5][C:6](=[O:28])[CH2:7][C@H:8]([C:18]1[O:22][N:21]=[C:20]([C:23]([O:25]CC)=O)[N:19]=1)[CH2:9][CH2:10][CH2:11][CH:12]1[CH2:17][CH2:16][CH2:15][CH2:14][CH2:13]1)([CH3:4])([CH3:3])[CH3:2].C(N(CC)CC)C.[CH3:36][N:37]([CH3:42])[CH:38]1[CH2:41][NH:40][CH2:39]1, predict the reaction product. The product is: [CH:12]1([CH2:11][CH2:10][CH2:9][C@@H:8]([C:18]2[O:22][N:21]=[C:20]([C:23]([N:40]3[CH2:41][CH:38]([N:37]([CH3:42])[CH3:36])[CH2:39]3)=[O:25])[N:19]=2)[CH2:7][C:6]([O:5][C:1]([CH3:3])([CH3:2])[CH3:4])=[O:28])[CH2:17][CH2:16][CH2:15][CH2:14][CH2:13]1. (4) Given the reactants [Cl:1][C:2]1[C:11]2[C:6](=[CH:7][CH:8]=[CH:9][CH:10]=2)[CH:5]=[CH:4][C:3]=1[CH2:12][CH2:13][CH2:14][NH2:15].[Cl:16][C:17]1[S:21][C:20]([CH:22]=O)=[CH:19][CH:18]=1, predict the reaction product. The product is: [Cl:1][C:2]1[C:11]2[C:6](=[CH:7][CH:8]=[CH:9][CH:10]=2)[CH:5]=[CH:4][C:3]=1[CH2:12][CH2:13][CH2:14][NH:15][CH2:22][C:20]1[S:21][C:17]([Cl:16])=[CH:18][CH:19]=1. (5) Given the reactants F[C:2]1[C:10]([F:11])=[C:9]([F:12])[CH:8]=[CH:7][C:3]=1[C:4]([OH:6])=[O:5].[F:13][C:14]1[CH:20]=[C:19]([C:21]#[C:22][CH2:23][CH2:24][O:25][CH:26]2[CH2:31][CH2:30][CH2:29][CH2:28][O:27]2)[CH:18]=[CH:17][C:15]=1[NH2:16].[Li+].C[Si]([N-][Si](C)(C)C)(C)C, predict the reaction product. The product is: [F:11][C:10]1[C:2]([NH:16][C:15]2[CH:17]=[CH:18][C:19]([C:21]#[C:22][CH2:23][CH2:24][O:25][CH:26]3[CH2:31][CH2:30][CH2:29][CH2:28][O:27]3)=[CH:20][C:14]=2[F:13])=[C:3]([CH:7]=[CH:8][C:9]=1[F:12])[C:4]([OH:6])=[O:5]. (6) Given the reactants C([N:8]([CH2:12][CH2:13][C:14]1[CH:19]=[CH:18][CH:17]=[C:16]([F:20])[CH:15]=1)[CH2:9][CH2:10][OH:11])C1C=CC=CC=1, predict the reaction product. The product is: [F:20][C:16]1[CH:15]=[C:14]([CH:19]=[CH:18][CH:17]=1)[CH2:13][CH2:12][NH:8][CH2:9][CH2:10][OH:11]. (7) Given the reactants Br[C:2]1[CH:7]=[CH:6][CH:5]=[C:4]([CH2:8][F:9])[N:3]=1.[CH2:10]([N:14]1[N:18]=[C:17]2[CH:19]=[CH:20][C:21]([F:23])=[CH:22][C:16]2=[N:15]1)[CH2:11][C:12]#[CH:13], predict the reaction product. The product is: [F:23][C:21]1[CH:20]=[CH:19][C:17]2=[N:18][N:14]([CH2:10][CH2:11][C:12]#[C:13][C:2]3[CH:7]=[CH:6][CH:5]=[C:4]([CH2:8][F:9])[N:3]=3)[N:15]=[C:16]2[CH:22]=1.[N:15]1[NH:14][N:18]=[C:17]2[CH:19]=[CH:20][CH:21]=[CH:22][C:16]=12.